Dataset: Reaction yield outcomes from USPTO patents with 853,638 reactions. Task: Predict the reaction yield, written as a fraction of the theoretical maximum amount of product (1.0 means a 100% yield; for example, 0.34 means a 34% yield). (1) The product is [OH:24][C:23]1[CH:25]=[CH:26][CH:27]=[CH:28][C:22]=1[C:21](=[O:29])[CH2:14][C:13]([O:16][C:17]([CH3:20])([CH3:19])[CH3:18])=[O:15]. The yield is 0.750. The catalyst is C1COCC1. The reactants are C(NC(C)C)(C)C.[Li]CCCC.[C:13]([O:16][C:17]([CH3:20])([CH3:19])[CH3:18])(=[O:15])[CH3:14].[C:21](OCC)(=[O:29])[C:22]1[C:23](=[CH:25][CH:26]=[CH:27][CH:28]=1)[OH:24]. (2) The reactants are C1(C(C2C=CC=CC=2)([C@@H]2CCCN2)O)C=CC=CC=1.[CH3:20][O:21][C:22](=[O:34])[CH2:23][C:24](=[O:33])[CH2:25][CH2:26][C:27]1[CH:32]=[CH:31][CH:30]=[CH:29][CH:28]=1. The catalyst is C1COCC1. The product is [CH3:20][O:21][C:22](=[O:34])[CH2:23][CH:24]([OH:33])[CH2:25][CH2:26][C:27]1[CH:32]=[CH:31][CH:30]=[CH:29][CH:28]=1. The yield is 0.510. (3) The reactants are Cl[C:2]([O:4][CH2:5][CH3:6])=[O:3].[CH:7]12[CH2:16][CH:11]3[CH2:12][CH:13]([CH2:15][CH:9]([CH2:10]3)[CH:8]1[C:17]1[CH:22]=[C:21]([CH3:23])[CH:20]=[CH:19][C:18]=1[OH:24])[CH2:14]2.CCN(CC)CC. The catalyst is CN(C1C=CN=CC=1)C.ClCCl. The product is [C:2](=[O:3])([O:4][CH2:5][CH3:6])[O:24][C:18]1[CH:19]=[CH:20][C:21]([CH3:23])=[CH:22][C:17]=1[CH:8]1[CH:9]2[CH2:10][CH:11]3[CH2:12][CH:13]([CH2:14][CH:7]1[CH2:16]3)[CH2:15]2. The yield is 0.940. (4) The reactants are [CH2:1]([O:3][C:4]1[CH:5]=[C:6]([CH:12]([NH2:18])[CH2:13][S:14]([CH3:17])(=[O:16])=[O:15])[CH:7]=[CH:8][C:9]=1[O:10][CH3:11])[CH3:2].[C:19]([NH:22][C@H:23]([C:28]([OH:30])=[O:29])[CH2:24][CH:25]([CH3:27])[CH3:26])(=[O:21])[CH3:20]. The catalyst is CO. The product is [C:19]([NH:22][C@H:23]([C:28]([OH:30])=[O:29])[CH2:24][CH:25]([CH3:26])[CH3:27])(=[O:21])[CH3:20].[CH2:1]([O:3][C:4]1[CH:5]=[C:6]([C@H:12]([NH2:18])[CH2:13][S:14]([CH3:17])(=[O:16])=[O:15])[CH:7]=[CH:8][C:9]=1[O:10][CH3:11])[CH3:2]. The yield is 0.900. (5) The reactants are [CH3:1][O:2][C:3]1[N:4]=[CH:5][C:6]2[C:7](=[O:13])[CH2:8][CH2:9][CH2:10][C:11]=2[CH:12]=1.[BH4-].[Na+]. The catalyst is CO. The product is [CH3:1][O:2][C:3]1[N:4]=[CH:5][C:6]2[CH:7]([OH:13])[CH2:8][CH2:9][CH2:10][C:11]=2[CH:12]=1. The yield is 0.850. (6) The reactants are [CH3:1][O:2][C:3]([C:5]1[CH:10]=[CH:9][N:8]=[CH:7][C:6]=1[C:11]([OH:13])=O)=[O:4].C(C1NC=CN=1)(C1NC=CN=1)=O.[Cl:26][C:27]1[CH:32]=[CH:31][C:30]([CH2:33][C:34]([O:36][C:37]([CH3:40])([CH3:39])[CH3:38])=[O:35])=[CH:29][CH:28]=1.[H-].[Na+].[Cl-].[NH4+]. The catalyst is CN(C=O)C. The product is [Cl:26][C:27]1[CH:28]=[CH:29][C:30]([CH:33]([C:34]([O:36][C:37]([CH3:40])([CH3:39])[CH3:38])=[O:35])[C:11]([C:6]2[CH:7]=[N:8][CH:9]=[CH:10][C:5]=2[C:3]([O:2][CH3:1])=[O:4])=[O:13])=[CH:31][CH:32]=1. The yield is 0.750. (7) The reactants are [Si:1]([O:8][C@@H:9]1[C@@:26]2([CH3:27])[C:13](=[CH:14][CH:15]=[C:16]3[C@@H:25]2[CH2:24][CH2:23][C@@:21]2([CH3:22])[C@H:17]3[CH2:18][CH:19]=[C:20]2[CH2:28]Br)[CH2:12][C@@H:11]([O:30][Si:31]([C:34]([CH3:37])([CH3:36])[CH3:35])([CH3:33])[CH3:32])[CH2:10]1)([C:4]([CH3:7])([CH3:6])[CH3:5])([CH3:3])[CH3:2].[C:38]([O-:41])(=[S:40])[CH3:39].[K+]. The catalyst is CC(C)=O.CCCCCC. The product is [C:38]([S:40][CH2:28][C:20]1[C@:21]2([CH2:23][CH2:24][C@H:25]3[C:16](=[CH:15][CH:14]=[C:13]4[C@:26]3([CH3:27])[C@@H:9]([O:8][Si:1]([C:4]([CH3:6])([CH3:5])[CH3:7])([CH3:3])[CH3:2])[CH2:10][C@H:11]([O:30][Si:31]([C:34]([CH3:36])([CH3:37])[CH3:35])([CH3:33])[CH3:32])[CH2:12]4)[C@@H:17]2[CH2:18][CH:19]=1)[CH3:22])(=[O:41])[CH3:39]. The yield is 0.640.